From a dataset of Catalyst prediction with 721,799 reactions and 888 catalyst types from USPTO. Predict which catalyst facilitates the given reaction. Reactant: [CH3:1][O:2][C:3]([C:5]1[N:13]([CH2:14][CH2:15][O:16][Si:17]([CH:24]([CH3:26])[CH3:25])([CH:21]([CH3:23])[CH3:22])[CH:18]([CH3:20])[CH3:19])[C:12]2[CH:11]=[CH:10][N:9]=[CH:8][C:7]=2[C:6]=1[NH:27][C:28]1[CH:33]=[CH:32][C:31]([Si](C)(C)C)=[CH:30][C:29]=1[F:38])=[O:4].[I:39]Cl. Product: [CH3:1][O:2][C:3]([C:5]1[N:13]([CH2:14][CH2:15][O:16][Si:17]([CH:24]([CH3:26])[CH3:25])([CH:21]([CH3:23])[CH3:22])[CH:18]([CH3:20])[CH3:19])[C:12]2[CH:11]=[CH:10][N:9]=[CH:8][C:7]=2[C:6]=1[NH:27][C:28]1[CH:33]=[CH:32][C:31]([I:39])=[CH:30][C:29]=1[F:38])=[O:4]. The catalyst class is: 2.